Predict the reaction yield, written as a fraction of the theoretical maximum amount of product (1.0 means a 100% yield; for example, 0.34 means a 34% yield). From a dataset of Reaction yield outcomes from USPTO patents with 853,638 reactions. (1) The reactants are [Br:1][CH2:2][C@@H:3]([C:5]1[CH:10]=[CH:9][C:8]([O:11][CH2:12][C:13]2[CH:18]=[CH:17][CH:16]=[CH:15][CH:14]=2)=[C:7]([NH:19][CH:20]=[O:21])[CH:6]=1)[OH:4].N1C=CN=C1.[Si:27](Cl)([C:30]([CH3:33])([CH3:32])[CH3:31])([CH3:29])[CH3:28]. The catalyst is CN(C)C=O.C(OC(C)C)(=O)C. The product is [CH2:12]([O:11][C:8]1[CH:9]=[CH:10][C:5]([C@@H:3]([O:4][Si:27]([C:30]([CH3:33])([CH3:32])[CH3:31])([CH3:29])[CH3:28])[CH2:2][Br:1])=[CH:6][C:7]=1[NH:19][CH:20]=[O:21])[C:13]1[CH:14]=[CH:15][CH:16]=[CH:17][CH:18]=1. The yield is 0.680. (2) The reactants are [C:1]1([S:7]([C:10]2[CH:26]=[CH:25][C:13]([CH2:14][NH:15][CH2:16][C@H:17]([C:19]3[CH:24]=[CH:23][CH:22]=[CH:21][CH:20]=3)[OH:18])=[CH:12][CH:11]=2)(=[O:9])=[O:8])[CH:6]=[CH:5][CH:4]=[CH:3][CH:2]=1. The catalyst is CCOCC. The product is [C:1]1([S:7]([C:10]2[CH:11]=[CH:12][C:13]([CH2:14][NH:15][CH2:16][C@@H:17]([C:19]3[CH:20]=[CH:21][CH:22]=[CH:23][CH:24]=3)[OH:18])=[CH:25][CH:26]=2)(=[O:9])=[O:8])[CH:6]=[CH:5][CH:4]=[CH:3][CH:2]=1. The yield is 0.840. (3) The reactants are P(Br)(Br)Br.Br[CH2:6][C:7]1[N:11]([CH3:12])[N:10]=[CH:9][CH:8]=1.[CH3:13][C:14]1[N:19]=[C:18]([SH:20])[N:17]=[C:16]([OH:21])[CH:15]=1. No catalyst specified. The product is [CH3:13][C:14]1[N:19]=[C:18]([S:20][CH2:6][C:7]2[N:11]([CH3:12])[N:10]=[CH:9][CH:8]=2)[N:17]=[C:16]([OH:21])[CH:15]=1. The yield is 0.550. (4) The reactants are [CH2:1]1[C:22]2[CH:5]([CH2:6][C:7]3[C:20]([CH:21]=2)=[CH:19][C:18]2[C:9](=[CH:10][C:11]4[C:16]([CH:17]=2)=[CH:15][CH:14]=[CH:13][CH:12]=4)[CH:8]=3)[CH2:4][CH2:3][CH2:2]1.[C:23]1(Cl)C(=O)C(Cl)=C(Cl)C(=O)[C:24]=1Cl.[OH-].[Na+]. The catalyst is C1(C)C=CC=CC=1. The product is [CH:13]1[CH:12]=[C:11]2[C:16]([CH:17]=[C:18]3[C:9](=[CH:10]2)[CH:8]2[C:7]4[C:20]([CH:19]3[CH:23]=[CH:24]2)=[CH:21][C:22]2[C:5](=[CH:4][CH:3]=[CH:2][CH:1]=2)[CH:6]=4)=[CH:15][CH:14]=1. The yield is 0.860.